This data is from NCI-60 drug combinations with 297,098 pairs across 59 cell lines. The task is: Regression. Given two drug SMILES strings and cell line genomic features, predict the synergy score measuring deviation from expected non-interaction effect. (1) Drug 1: COC1=CC(=CC(=C1O)OC)C2C3C(COC3=O)C(C4=CC5=C(C=C24)OCO5)OC6C(C(C7C(O6)COC(O7)C8=CC=CS8)O)O. Drug 2: CC1C(C(=O)NC(C(=O)N2CCCC2C(=O)N(CC(=O)N(C(C(=O)O1)C(C)C)C)C)C(C)C)NC(=O)C3=C4C(=C(C=C3)C)OC5=C(C(=O)C(=C(C5=N4)C(=O)NC6C(OC(=O)C(N(C(=O)CN(C(=O)C7CCCN7C(=O)C(NC6=O)C(C)C)C)C)C(C)C)C)N)C. Cell line: MCF7. Synergy scores: CSS=28.9, Synergy_ZIP=-0.812, Synergy_Bliss=3.44, Synergy_Loewe=2.65, Synergy_HSA=3.14. (2) Cell line: NCI-H460. Drug 2: C(CN)CNCCSP(=O)(O)O. Drug 1: C1=CC(=CC=C1CCCC(=O)O)N(CCCl)CCCl. Synergy scores: CSS=33.2, Synergy_ZIP=-6.40, Synergy_Bliss=-2.55, Synergy_Loewe=-18.1, Synergy_HSA=-2.18.